From a dataset of Full USPTO retrosynthesis dataset with 1.9M reactions from patents (1976-2016). Predict the reactants needed to synthesize the given product. (1) Given the product [Cl:35][C:26]1[C:25]([C:6]2[CH:5]=[C:4]([N:17]3[CH2:18][CH2:19][O:20][CH2:21][CH2:22]3)[C:3](=[O:23])[N:2]([CH3:1])[CH:7]=2)=[CH:34][C:29]([C:30]([O:32][CH3:33])=[O:31])=[CH:28][N:27]=1, predict the reactants needed to synthesize it. The reactants are: [CH3:1][N:2]1[CH:7]=[C:6](B2OC(C)(C)C(C)(C)O2)[CH:5]=[C:4]([N:17]2[CH2:22][CH2:21][O:20][CH2:19][CH2:18]2)[C:3]1=[O:23].Br[C:25]1[C:26]([Cl:35])=[N:27][CH:28]=[C:29]([CH:34]=1)[C:30]([O:32][CH3:33])=[O:31].C(=O)([O-])[O-].[Na+].[Na+]. (2) Given the product [C:10]([O:14][C:15]([N:17]1[CH2:21][CH2:20][C@H:19]([F:7])[CH2:18]1)=[O:16])([CH3:13])([CH3:12])[CH3:11], predict the reactants needed to synthesize it. The reactants are: C(N(S(F)(F)[F:7])CC)C.[C:10]([O:14][C:15]([N:17]1[CH2:21][CH2:20][C@@H:19](O)[CH2:18]1)=[O:16])([CH3:13])([CH3:12])[CH3:11].